Dataset: Reaction yield outcomes from USPTO patents with 853,638 reactions. Task: Predict the reaction yield, written as a fraction of the theoretical maximum amount of product (1.0 means a 100% yield; for example, 0.34 means a 34% yield). The reactants are [CH2:1]([NH:8][CH2:9][C:10]([CH3:12])=[CH2:11])[C:2]1[CH:7]=[CH:6][CH:5]=[CH:4][CH:3]=1.[O:13]1[C:15]2([CH2:20][CH2:19][N:18]([C:21]([O:23][C:24]([CH3:27])([CH3:26])[CH3:25])=[O:22])[CH2:17][CH2:16]2)[CH2:14]1. The catalyst is C(O)C. The product is [CH2:1]([N:8]([CH2:14][C:15]1([OH:13])[CH2:16][CH2:17][N:18]([C:21]([O:23][C:24]([CH3:27])([CH3:26])[CH3:25])=[O:22])[CH2:19][CH2:20]1)[CH2:9][C:10]([CH3:12])=[CH2:11])[C:2]1[CH:7]=[CH:6][CH:5]=[CH:4][CH:3]=1. The yield is 1.00.